Dataset: Forward reaction prediction with 1.9M reactions from USPTO patents (1976-2016). Task: Predict the product of the given reaction. (1) Given the reactants Br[C:2]1[C:27](=[O:28])[N:26]([CH:29]([CH3:31])[CH3:30])[C:5]2[N:6]=[C:7]([NH:11][C:12]3[CH:17]=[CH:16][C:15]([N:18]4[CH2:23][CH2:22][N:21]([CH2:24][CH3:25])[CH2:20][CH2:19]4)=[CH:14][CH:13]=3)[N:8]=[C:9]([CH3:10])[C:4]=2[CH:3]=1.[S:32]1[CH:36]=[CH:35][CH:34]=[C:33]1B(O)O.C(N(CC)CC)C.COCCOC, predict the reaction product. The product is: [CH2:24]([N:21]1[CH2:20][CH2:19][N:18]([C:15]2[CH:14]=[CH:13][C:12]([NH:11][C:7]3[N:8]=[C:9]([CH3:10])[C:4]4[CH:3]=[C:2]([C:33]5[S:32][CH:36]=[CH:35][CH:34]=5)[C:27](=[O:28])[N:26]([CH:29]([CH3:30])[CH3:31])[C:5]=4[N:6]=3)=[CH:17][CH:16]=2)[CH2:23][CH2:22]1)[CH3:25]. (2) The product is: [CH2:11]([C:7]1[CH:6]=[C:5]([CH:10]=[CH:9][CH:8]=1)[C:3]([OH:14])=[O:1])[CH3:12]. Given the reactants [OH-:1].[Na+].[C:3]([C:5]1[CH:10]=[CH:9][CH:8]=[C:7]([CH2:11][CH3:12])[CH:6]=1)#N.C[OH:14], predict the reaction product. (3) Given the reactants [OH:1][C:2]1[CH:3]=[C:4]([CH:39]=[CH:40][CH:41]=1)[O:5][C:6]1[CH:16]=[C:15]([N:17]2[CH2:22][CH2:21][N:20]([CH2:23][C:24]3[CH2:29][CH2:28][C:27]([CH3:31])([CH3:30])[CH2:26][C:25]=3[C:32]3[CH:37]=[CH:36][C:35]([Cl:38])=[CH:34][CH:33]=3)[CH2:19][CH2:18]2)[CH:14]=[CH:13][C:7]=1[C:8]([O:10][CH2:11][CH3:12])=[O:9].[CH3:42][O:43][CH2:44]Cl.C(=O)([O-])[O-].[Cs+].[Cs+], predict the reaction product. The product is: [Cl:38][C:35]1[CH:34]=[CH:33][C:32]([C:25]2[CH2:26][C:27]([CH3:30])([CH3:31])[CH2:28][CH2:29][C:24]=2[CH2:23][N:20]2[CH2:19][CH2:18][N:17]([C:15]3[CH:14]=[CH:13][C:7]([C:8]([O:10][CH2:11][CH3:12])=[O:9])=[C:6]([O:5][C:4]4[CH:39]=[CH:40][CH:41]=[C:2]([O:1][CH2:42][O:43][CH3:44])[CH:3]=4)[CH:16]=3)[CH2:22][CH2:21]2)=[CH:37][CH:36]=1. (4) The product is: [Br:1][C:2]1[CH:7]=[CH:6][C:5]([C:8]2[N:9]([CH2:14][C@@H:15]3[CH2:19][CH2:18][N:17]([C:25]([O:24][C:21]([CH3:23])([CH3:22])[CH3:20])=[O:26])[CH2:16]3)[C:10](=[O:13])[NH:11][N:12]=2)=[CH:4][CH:3]=1. Given the reactants [Br:1][C:2]1[CH:7]=[CH:6][C:5]([C:8]2[N:9]([CH2:14][C@@H:15]3[CH2:19][CH2:18][NH:17][CH2:16]3)[C:10](=[O:13])[NH:11][N:12]=2)=[CH:4][CH:3]=1.[CH3:20][C:21]([O:24][C:25](O[C:25]([O:24][C:21]([CH3:23])([CH3:22])[CH3:20])=[O:26])=[O:26])([CH3:23])[CH3:22].CCN(C(C)C)C(C)C, predict the reaction product. (5) Given the reactants [NH2:1][CH2:2][CH2:3][N:4]([CH2:8][CH2:9][NH2:10])[CH2:5][CH2:6][NH2:7].[CH2:11]([CH:13]1[O:15][CH2:14]1)[Cl:12], predict the reaction product. The product is: [NH2:1][CH2:2][CH2:3][N:4]([CH2:8][CH2:9][NH2:10])[CH2:5][CH2:6][NH2:7].[CH2:11]([CH:13]1[O:15][CH2:14]1)[Cl:12]. (6) Given the reactants [CH3:1][O:2][CH2:3][C:4]([N:6]1[CH2:11][CH2:10][CH:9]([C:12]2[C:17]([O:18][C:19]3[CH:24]=[CH:23][C:22]([NH:25][C:26]4[CH:31]=[CH:30][C:29]([CH3:32])=[CH:28][N:27]=4)=[CH:21][CH:20]=3)=[N:16][CH:15]=[CH:14][N:13]=2)[CH2:8][CH2:7]1)=[O:5].[CH:33]1C=CC2N(O)N=NC=2C=1.CO[C@@H](C)C(O)=O.C(N(C(C)C)CC)(C)C.C(Cl)CCl, predict the reaction product. The product is: [CH3:1][O:2][C@@H:3]([CH3:33])[C:4]([N:6]1[CH2:7][CH2:8][CH:9]([C:12]2[C:17]([O:18][C:19]3[CH:24]=[CH:23][C:22]([NH:25][C:26]4[CH:31]=[CH:30][C:29]([CH3:32])=[CH:28][N:27]=4)=[CH:21][CH:20]=3)=[N:16][CH:15]=[CH:14][N:13]=2)[CH2:10][CH2:11]1)=[O:5].